This data is from NCI-60 drug combinations with 297,098 pairs across 59 cell lines. The task is: Regression. Given two drug SMILES strings and cell line genomic features, predict the synergy score measuring deviation from expected non-interaction effect. (1) Drug 2: CCC1(C2=C(COC1=O)C(=O)N3CC4=CC5=C(C=CC(=C5CN(C)C)O)N=C4C3=C2)O.Cl. Drug 1: COC1=C(C=C2C(=C1)N=CN=C2NC3=CC(=C(C=C3)F)Cl)OCCCN4CCOCC4. Cell line: TK-10. Synergy scores: CSS=38.3, Synergy_ZIP=-0.384, Synergy_Bliss=1.08, Synergy_Loewe=2.94, Synergy_HSA=3.32. (2) Drug 1: CC1=C(N=C(N=C1N)C(CC(=O)N)NCC(C(=O)N)N)C(=O)NC(C(C2=CN=CN2)OC3C(C(C(C(O3)CO)O)O)OC4C(C(C(C(O4)CO)O)OC(=O)N)O)C(=O)NC(C)C(C(C)C(=O)NC(C(C)O)C(=O)NCCC5=NC(=CS5)C6=NC(=CS6)C(=O)NCCC[S+](C)C)O. Drug 2: C1CNP(=O)(OC1)N(CCCl)CCCl. Cell line: OVCAR-5. Synergy scores: CSS=17.0, Synergy_ZIP=-4.65, Synergy_Bliss=3.09, Synergy_Loewe=-5.44, Synergy_HSA=3.70. (3) Drug 1: CC12CCC(CC1=CCC3C2CCC4(C3CC=C4C5=CN=CC=C5)C)O. Drug 2: CC1=CC=C(C=C1)C2=CC(=NN2C3=CC=C(C=C3)S(=O)(=O)N)C(F)(F)F. Cell line: SF-539. Synergy scores: CSS=8.79, Synergy_ZIP=-3.84, Synergy_Bliss=1.24, Synergy_Loewe=2.94, Synergy_HSA=2.82. (4) Drug 1: C1CN1P(=S)(N2CC2)N3CC3. Drug 2: C1=NNC2=C1C(=O)NC=N2. Cell line: MDA-MB-435. Synergy scores: CSS=-2.47, Synergy_ZIP=1.26, Synergy_Bliss=0.0623, Synergy_Loewe=-3.57, Synergy_HSA=-2.67. (5) Drug 1: C1=CC(=CC=C1C#N)C(C2=CC=C(C=C2)C#N)N3C=NC=N3. Drug 2: COC1=C2C(=CC3=C1OC=C3)C=CC(=O)O2. Cell line: HCT-15. Synergy scores: CSS=-10.9, Synergy_ZIP=10.0, Synergy_Bliss=-0.116, Synergy_Loewe=-11.0, Synergy_HSA=-12.2. (6) Cell line: K-562. Drug 2: CC1=C(C(=O)C2=C(C1=O)N3CC4C(C3(C2COC(=O)N)OC)N4)N. Synergy scores: CSS=31.8, Synergy_ZIP=-3.46, Synergy_Bliss=-0.669, Synergy_Loewe=0.994, Synergy_HSA=2.44. Drug 1: C1CC(C1)(C(=O)O)C(=O)O.[NH2-].[NH2-].[Pt+2]. (7) Drug 1: CCN(CC)CCCC(C)NC1=C2C=C(C=CC2=NC3=C1C=CC(=C3)Cl)OC. Drug 2: CC1C(C(CC(O1)OC2CC(CC3=C2C(=C4C(=C3O)C(=O)C5=C(C4=O)C(=CC=C5)OC)O)(C(=O)CO)O)N)O.Cl. Cell line: SK-MEL-28. Synergy scores: CSS=31.6, Synergy_ZIP=-4.07, Synergy_Bliss=-9.32, Synergy_Loewe=-17.9, Synergy_HSA=-8.46.